Task: Predict the product of the given reaction.. Dataset: Forward reaction prediction with 1.9M reactions from USPTO patents (1976-2016) (1) Given the reactants [Li+].[Br-:2].Cl[CH2:4][C:5]1[N:6]([CH3:13])[CH:7]=[C:8]([N+:10]([O-:12])=[O:11])[N:9]=1, predict the reaction product. The product is: [Br:2][CH2:4][C:5]1[N:6]([CH3:13])[CH:7]=[C:8]([N+:10]([O-:12])=[O:11])[N:9]=1. (2) Given the reactants Cl[C:2]1[CH:11]=[C:10]2[C:5]([CH:6]=[CH:7][CH:8]=[N:9]2)=[C:4]([NH:12][CH2:13][C@:14]2([F:27])[CH2:19][CH2:18][CH2:17][N:16]([C:20]([O:22][C:23]([CH3:26])([CH3:25])[CH3:24])=[O:21])[CH2:15]2)[N:3]=1.[CH3:28][C:29]([N:32]1[CH:36]=[C:35](B2OC(C)(C)C(C)(C)O2)[CH:34]=[N:33]1)([CH3:31])[CH3:30].C(=O)([O-])[O-].[Cs+].[Cs+].O, predict the reaction product. The product is: [CH3:28][C:29]([N:32]1[CH:36]=[C:35]([C:2]2[CH:11]=[C:10]3[C:5]([CH:6]=[CH:7][CH:8]=[N:9]3)=[C:4]([NH:12][CH2:13][C@:14]3([F:27])[CH2:19][CH2:18][CH2:17][N:16]([C:20]([O:22][C:23]([CH3:26])([CH3:25])[CH3:24])=[O:21])[CH2:15]3)[N:3]=2)[CH:34]=[N:33]1)([CH3:31])[CH3:30]. (3) Given the reactants CCN(S(F)(F)[F:7])CC.[CH3:10][C:11]1[N:15]([CH2:16]O)[C:14]2[CH:18]=[CH:19][CH:20]=[CH:21][C:13]=2[N:12]=1.[OH-].[Na+], predict the reaction product. The product is: [F:7][CH2:16][N:15]1[C:14]2[CH:18]=[CH:19][CH:20]=[CH:21][C:13]=2[N:12]=[C:11]1[CH3:10]. (4) Given the reactants [F:1][C:2]1[CH:7]=[C:6]([CH3:8])[C:5]([S:9]([CH2:11][C:12]([F:15])([F:14])[F:13])=O)=[CH:4][C:3]=1[N:16]1[C:20]([CH2:21][OH:22])=[CH:19][C:18]([O:23][CH2:24][C:25]([F:31])([F:30])[C:26]([F:29])([F:28])[F:27])=[N:17]1, predict the reaction product. The product is: [F:1][C:2]1[CH:7]=[C:6]([CH3:8])[C:5]([S:9][CH2:11][C:12]([F:14])([F:13])[F:15])=[CH:4][C:3]=1[N:16]1[C:20]([CH:21]=[O:22])=[CH:19][C:18]([O:23][CH2:24][C:25]([F:30])([F:31])[C:26]([F:27])([F:28])[F:29])=[N:17]1. (5) Given the reactants [F:1][C:2]([F:20])([F:19])[O:3][C:4]1[CH:18]=[CH:17][C:7]([O:8][CH:9]([CH2:15][CH3:16])[C:10]([O:12]CC)=[O:11])=[CH:6][CH:5]=1.O.[OH-].[Li+], predict the reaction product. The product is: [F:1][C:2]([F:19])([F:20])[O:3][C:4]1[CH:5]=[CH:6][C:7]([O:8][CH:9]([CH2:15][CH3:16])[C:10]([OH:12])=[O:11])=[CH:17][CH:18]=1. (6) The product is: [C:1]([O:5][C:6]([N:8]1[CH2:12][CH2:11][C:10]([NH:15][C:24]([C:26]2[N:27]=[N:28][C:29]([CH2:45][CH2:46][CH2:47][CH3:48])=[C:30]([C:32]3[CH:37]=[CH:36][C:35]([O:38][CH:39]4[CH2:40][CH2:41][CH2:42][CH2:43][CH2:44]4)=[CH:34][CH:33]=3)[CH:31]=2)=[O:23])([CH2:13][OH:14])[CH2:9]1)=[O:7])([CH3:4])([CH3:2])[CH3:3]. Given the reactants [C:1]([O:5][C:6]([N:8]1[CH2:12][CH2:11][C:10]([NH2:15])([CH2:13][OH:14])[CH2:9]1)=[O:7])([CH3:4])([CH3:3])[CH3:2].FC1C([O:23][C:24]([C:26]2[N:27]=[N:28][C:29]([CH2:45][CH2:46][CH2:47][CH3:48])=[C:30]([C:32]3[CH:37]=[CH:36][C:35]([O:38][CH:39]4[CH2:44][CH2:43][CH2:42][CH2:41][CH2:40]4)=[CH:34][CH:33]=3)[CH:31]=2)=O)=C(F)C(F)=C(F)C=1F, predict the reaction product. (7) The product is: [C:10]([O-:15])(=[O:14])[C:11]([CH3:13])=[CH2:12].[C:16]([O:21][CH2:22][CH2:23][OH:24])(=[O:20])[C:17]([CH3:19])=[CH2:18].[C:25]([O:29][C:30](=[O:33])[CH:31]=[CH2:32])([CH3:28])([CH3:27])[CH3:26].[C:34]([OH:38])(=[O:37])[CH:35]=[CH2:36]. Given the reactants C(OC(C)COC)(=O)C.[C:10]([O-:15])(=[O:14])[C:11]([CH3:13])=[CH2:12].[C:16]([O:21][CH2:22][CH2:23][OH:24])(=[O:20])[C:17]([CH3:19])=[CH2:18].[C:25]([O:29][C:30](=[O:33])[CH:31]=[CH2:32])([CH3:28])([CH3:27])[CH3:26].[C:34]([OH:38])(=[O:37])[CH:35]=[CH2:36].CC(N=NC(C#N)(C)C)(C#N)C, predict the reaction product. (8) Given the reactants [Br:1][C:2]1[CH:3]=[C:4]([CH:7]=[CH:8][C:9]=1[OH:10])[CH:5]=[O:6].Br[CH:12]1[CH2:17][CH2:16][CH2:15][CH2:14][CH2:13]1.C([O-])([O-])=O.[K+].[K+], predict the reaction product. The product is: [Br:1][C:2]1[CH:3]=[C:4]([CH:7]=[CH:8][C:9]=1[O:10][CH:12]1[CH2:17][CH2:16][CH2:15][CH2:14][CH2:13]1)[CH:5]=[O:6]. (9) Given the reactants [Cl:1][C:2]1[CH:7]=[CH:6][C:5]([C:8]2[N:12]([C:13]3[CH:18]=[CH:17][C:16]([Cl:19])=[CH:15][C:14]=3[Cl:20])[N:11]=[C:10]([C:21](Cl)=[O:22])[C:9]=2[CH3:24])=[CH:4][CH:3]=1.[CH:25]1([C:28]([NH2:30])=[O:29])[CH2:27][CH2:26]1.C[Si]([N-][Si](C)(C)C)(C)C.[Li+], predict the reaction product. The product is: [CH:25]1([C:28]([NH:30][C:21]([C:10]2[C:9]([CH3:24])=[C:8]([C:5]3[CH:4]=[CH:3][C:2]([Cl:1])=[CH:7][CH:6]=3)[N:12]([C:13]3[CH:18]=[CH:17][C:16]([Cl:19])=[CH:15][C:14]=3[Cl:20])[N:11]=2)=[O:22])=[O:29])[CH2:27][CH2:26]1.